Regression/Classification. Given a drug SMILES string, predict its absorption, distribution, metabolism, or excretion properties. Task type varies by dataset: regression for continuous measurements (e.g., permeability, clearance, half-life) or binary classification for categorical outcomes (e.g., BBB penetration, CYP inhibition). Dataset: hlm. From a dataset of Human liver microsome stability data. (1) The molecule is CCCOc1cc([C@H](c2cc3cc(Br)ccc3cc2OC)[C@@](O)(CCN(C)C)c2cccc3ccoc23)cc(OC)n1. The result is 0 (unstable in human liver microsomes). (2) The compound is O=C(CSc1nnnn1-c1ccc(C2CC2)cc1Cl)Nc1ccc(C(=O)O)cc1Cl. The result is 0 (unstable in human liver microsomes). (3) The compound is N#CC1(n2cc([C@@H](NC(=O)c3cnco3)C3CCCCC3)nn2)CC1. The result is 0 (unstable in human liver microsomes). (4) The compound is CCP(=O)(OC)c1ccc2oc(-c3cccc(F)c3)nc2c1. The result is 0 (unstable in human liver microsomes).